Dataset: Peptide-MHC class II binding affinity with 134,281 pairs from IEDB. Task: Regression. Given a peptide amino acid sequence and an MHC pseudo amino acid sequence, predict their binding affinity value. This is MHC class II binding data. (1) The peptide sequence is MWRSRADEINAIFEE. The MHC is DRB1_1101 with pseudo-sequence DRB1_1101. The binding affinity (normalized) is 0. (2) The peptide sequence is CDDALIEGITLLNAK. The MHC is DRB1_0901 with pseudo-sequence DRB1_0901. The binding affinity (normalized) is 0.384. (3) The peptide sequence is FSNVYLFAKDKSGPL. The MHC is HLA-DQA10301-DQB10302 with pseudo-sequence HLA-DQA10301-DQB10302. The binding affinity (normalized) is 0.410. (4) The peptide sequence is DWQQVPFCSHHFHELIM. The MHC is DRB1_1501 with pseudo-sequence DRB1_1501. The binding affinity (normalized) is 0.338. (5) The MHC is H-2-IAb with pseudo-sequence H-2-IAb. The peptide sequence is QMSIQLINKAVNALI. The binding affinity (normalized) is 0.373.